This data is from Forward reaction prediction with 1.9M reactions from USPTO patents (1976-2016). The task is: Predict the product of the given reaction. (1) Given the reactants [CH2:1](O)[CH2:2][CH2:3][CH2:4][CH2:5][CH2:6][CH2:7][CH2:8][CH2:9][CH2:10][CH2:11][CH2:12][CH2:13][CH2:14][CH2:15][CH2:16][OH:17].[BrH:19], predict the reaction product. The product is: [Br:19][CH2:1][CH2:2][CH2:3][CH2:4][CH2:5][CH2:6][CH2:7][CH2:8][CH2:9][CH2:10][CH2:11][CH2:12][CH2:13][CH2:14][CH2:15][CH2:16][OH:17]. (2) Given the reactants [O:1]=[C:2]([CH3:14])[CH2:3][C:4]([O:6][CH2:7][C:8]1[CH:13]=[CH:12][CH:11]=[CH:10][CH:9]=1)=[O:5].S(Cl)([Cl:18])(=O)=O, predict the reaction product. The product is: [Cl:18][CH:3]([C:2](=[O:1])[CH3:14])[C:4]([O:6][CH2:7][C:8]1[CH:13]=[CH:12][CH:11]=[CH:10][CH:9]=1)=[O:5]. (3) Given the reactants Cl.[Br:2][C:3]1[CH:17]=[C:16]2[C:6]([C:7](=[O:18])[CH2:8][C:9]3([O:15]2)[CH2:14][CH2:13][NH:12][CH2:11][CH2:10]3)=[CH:5][C:4]=1[CH3:19].Cl.O1CCOC[CH2:22]1, predict the reaction product. The product is: [Br:2][C:3]1[CH:17]=[C:16]2[C:6]([C:7](=[O:18])[CH2:8][C:9]3([O:15]2)[CH2:10][CH2:11][N:12]([CH3:22])[CH2:13][CH2:14]3)=[CH:5][C:4]=1[CH3:19]. (4) Given the reactants [F:1][C:2]1[C:11]2[N:10]=[N:9][C:8]3[C:12](=[O:24])[N:13]([C:15]4[CH:23]=[CH:22][C:18]([C:19](Cl)=[O:20])=[CH:17][CH:16]=4)[NH:14][C:7]=3[C:6]=2[CH:5]=[CH:4][CH:3]=1.C(N(C(C)C)CC)(C)C.[NH2:34][CH2:35][CH2:36][CH2:37][CH2:38][N:39]1[CH2:43][CH2:42][CH2:41][CH2:40]1.O, predict the reaction product. The product is: [F:1][C:2]1[C:11]2[N:10]=[N:9][C:8]3[C:12](=[O:24])[N:13]([C:15]4[CH:23]=[CH:22][C:18]([C:19]([NH:34][CH2:35][CH2:36][CH2:37][CH2:38][N:39]5[CH2:43][CH2:42][CH2:41][CH2:40]5)=[O:20])=[CH:17][CH:16]=4)[NH:14][C:7]=3[C:6]=2[CH:5]=[CH:4][CH:3]=1. (5) Given the reactants [Si:1](Cl)([C:4]([CH3:7])([CH3:6])[CH3:5])([CH3:3])[CH3:2].[CH:9]1([CH:15]([OH:32])[CH2:16][CH2:17][N:18]2[CH2:23][CH2:22][CH:21]([NH:24][C:25]3[CH:30]=[CH:29][C:28]([CH3:31])=[CH:27][N:26]=3)[CH2:20][CH2:19]2)[CH2:14][CH2:13][CH2:12][CH2:11][CH2:10]1.C(N(CC)CC)C, predict the reaction product. The product is: [O:32]([CH:15]([CH:9]1[CH2:14][CH2:13][CH2:12][CH2:11][CH2:10]1)[CH2:16][CH2:17][N:18]1[CH2:19][CH2:20][CH:21]([NH:24][C:25]2[CH:30]=[CH:29][C:28]([CH3:31])=[CH:27][N:26]=2)[CH2:22][CH2:23]1)[Si:1]([C:4]([CH3:7])([CH3:6])[CH3:5])([CH3:3])[CH3:2].